From a dataset of Forward reaction prediction with 1.9M reactions from USPTO patents (1976-2016). Predict the product of the given reaction. (1) Given the reactants [CH3:1][C:2]1[CH:3]=[C:4]([OH:9])[CH:5]=[C:6]([CH3:8])[CH:7]=1.C(=O)([O-])[O-].[K+].[K+].Br[CH2:17][CH2:18][O:19][Si:20]([C:23]([CH3:26])([CH3:25])[CH3:24])([CH3:22])[CH3:21], predict the reaction product. The product is: [C:23]([Si:20]([O:19][CH2:18][CH2:17][O:9][C:4]1[CH:5]=[C:6]([CH3:8])[CH:7]=[C:2]([CH3:1])[CH:3]=1)([CH3:22])[CH3:21])([CH3:26])([CH3:25])[CH3:24]. (2) The product is: [CH2:1]([O:3][CH2:4][CH2:5][O:13][C:14]1[CH:15]=[C:16]([CH:21]=[CH:22][C:23]=1[I:24])[C:17]([O:19][CH3:20])=[O:18])[CH3:2]. Given the reactants [CH2:1]([O:3][CH2:4][CH2:5]Br)[CH3:2].C(=O)([O-])[O-].[K+].[K+].[OH:13][C:14]1[CH:15]=[C:16]([CH:21]=[CH:22][C:23]=1[I:24])[C:17]([O:19][CH3:20])=[O:18].O, predict the reaction product. (3) Given the reactants [NH2:1][C:2]1[C:6]([C:7]#[N:8])=[CH:5][NH:4][N:3]=1.[H-].[Na+].Cl[CH2:12][O:13][CH2:14][CH2:15][Si:16]([CH3:19])([CH3:18])[CH3:17], predict the reaction product. The product is: [CH3:17][Si:16]([CH2:15][CH2:14][O:13][CH2:12][C:5]1[C:6]([C:7]#[N:8])=[C:2]([NH2:1])[NH:3][N:4]=1)([CH3:19])[CH3:18].